This data is from Full USPTO retrosynthesis dataset with 1.9M reactions from patents (1976-2016). The task is: Predict the reactants needed to synthesize the given product. (1) Given the product [F:1][C:2]([F:7])([F:6])[C:3]([O-:5])=[O:4].[Cl:8][C:9]1[C:19]2[CH2:18][N:17]([C:20](=[O:28])[C:21]3[CH:22]=[CH:23][C:24]([Cl:27])=[CH:25][CH:26]=3)[CH2:16][C:15](=[O:29])[N:14]([CH2:30][C:31]3[CH:36]=[CH:35][C:34]([C:37]4[N:41]([CH3:43])[CH2:40][CH2:39][N+:38]=4[CH3:42])=[CH:33][CH:32]=3)[C:13]=2[CH:12]=[CH:11][CH:10]=1, predict the reactants needed to synthesize it. The reactants are: [F:1][C:2]([F:7])([F:6])[C:3]([OH:5])=[O:4].[Cl:8][C:9]1[C:19]2[CH2:18][N:17]([C:20](=[O:28])[C:21]3[CH:26]=[CH:25][C:24]([Cl:27])=[CH:23][CH:22]=3)[CH2:16][C:15](=[O:29])[N:14]([CH2:30][C:31]3[CH:36]=[CH:35][C:34]([C:37]4[N:38]([CH3:42])[CH2:39][CH2:40][N:41]=4)=[CH:33][CH:32]=3)[C:13]=2[CH:12]=[CH:11][CH:10]=1.[C:43](=O)([O-])[O-].[K+].[K+].CI. (2) The reactants are: Br[C:2]1[CH:20]=[CH:19][C:5]2[CH:6]([CH2:10][NH:11][C:12](=[O:18])[O:13][C:14]([CH3:17])([CH3:16])[CH3:15])[CH2:7][CH2:8][O:9][C:4]=2[CH:3]=1.[CH3:21][NH:22][CH2:23][C:24]1[CH:29]=[CH:28][CH:27]=[CH:26][CH:25]=1.C([O-])([O-])=O.[Cs+].[Cs+]. Given the product [CH2:23]([N:22]([CH3:21])[C:2]1[CH:20]=[CH:19][C:5]2[CH:6]([CH2:10][NH:11][C:12](=[O:18])[O:13][C:14]([CH3:17])([CH3:16])[CH3:15])[CH2:7][CH2:8][O:9][C:4]=2[CH:3]=1)[C:24]1[CH:29]=[CH:28][CH:27]=[CH:26][CH:25]=1, predict the reactants needed to synthesize it.